From a dataset of Full USPTO retrosynthesis dataset with 1.9M reactions from patents (1976-2016). Predict the reactants needed to synthesize the given product. (1) Given the product [OH:2][CH2:1][CH2:4][C:5]1([CH2:10][CH2:11][OH:12])[CH2:6][CH2:7][CH2:8][CH2:9]1, predict the reactants needed to synthesize it. The reactants are: [C:1]([CH2:4][C:5]1([CH2:10][C:11](O)=[O:12])[CH2:9][CH2:8][CH2:7][CH2:6]1)(O)=[O:2].B.C1COCC1. (2) Given the product [Br:1][C:2]1[CH:11]=[C:10]2[C:5]([CH:6]=[CH:7][C:8]([O:12][CH2:42][CH2:41][CH2:40][N:34]3[C@H:35]([CH3:39])[CH2:36][CH2:37][CH2:38][C@@H:33]3[CH3:32])=[CH:9]2)=[CH:4][CH:3]=1, predict the reactants needed to synthesize it. The reactants are: [Br:1][C:2]1[CH:11]=[C:10]2[C:5]([CH:6]=[CH:7][C:8]([OH:12])=[CH:9]2)=[CH:4][CH:3]=1.C1(P(C2C=CC=CC=2)C2C=CC=CC=2)C=CC=CC=1.[CH3:32][C@H:33]1[CH2:38][CH2:37][CH2:36][C@@H:35]([CH3:39])[N:34]1[CH2:40][CH2:41][CH2:42]O.N(C(OC(C)C)=O)=NC(OC(C)C)=O.